This data is from Peptide-MHC class I binding affinity with 185,985 pairs from IEDB/IMGT. The task is: Regression. Given a peptide amino acid sequence and an MHC pseudo amino acid sequence, predict their binding affinity value. This is MHC class I binding data. (1) The peptide sequence is TSTLQEQIAW. The MHC is HLA-B42:01 with pseudo-sequence HLA-B42:01. The binding affinity (normalized) is 0.149. (2) The peptide sequence is PYIGSRSQI. The MHC is HLA-A29:02 with pseudo-sequence HLA-A29:02. The binding affinity (normalized) is 0.0802. (3) The peptide sequence is KSLGIDQIW. The MHC is HLA-B58:01 with pseudo-sequence HLA-B58:01. The binding affinity (normalized) is 0.801. (4) The peptide sequence is ARADGILRF. The MHC is HLA-A26:01 with pseudo-sequence HLA-A26:01. The binding affinity (normalized) is 0.0847. (5) The binding affinity (normalized) is 0.388. The MHC is Mamu-B3901 with pseudo-sequence Mamu-B3901. The peptide sequence is RQFPTAFEI. (6) The peptide sequence is TDVTPNYADIL. The MHC is Mamu-A11 with pseudo-sequence Mamu-A11. The binding affinity (normalized) is 0.0367. (7) The peptide sequence is SMQNCLLRLK. The MHC is HLA-A03:01 with pseudo-sequence HLA-A03:01. The binding affinity (normalized) is 0.788. (8) The peptide sequence is LALEGSLQKR. The binding affinity (normalized) is 0.423. The MHC is HLA-A66:01 with pseudo-sequence HLA-A66:01.